From a dataset of Peptide-MHC class II binding affinity with 134,281 pairs from IEDB. Regression. Given a peptide amino acid sequence and an MHC pseudo amino acid sequence, predict their binding affinity value. This is MHC class II binding data. (1) The peptide sequence is MAISGDDCVVKPIDDRF. The MHC is DRB1_1101 with pseudo-sequence DRB1_1101. The binding affinity (normalized) is 0.178. (2) The peptide sequence is SSVITLNTNVGLYDQSD. The MHC is DRB1_0101 with pseudo-sequence DRB1_0101. The binding affinity (normalized) is 0. (3) The peptide sequence is YGKDALLHEHYVYAKEGYEP. The binding affinity (normalized) is 0. The MHC is DRB1_1501 with pseudo-sequence DRB1_1501. (4) The peptide sequence is IEVNPPFGDSYIIVG. The MHC is DRB1_1302 with pseudo-sequence DRB1_1302. The binding affinity (normalized) is 0.194. (5) The peptide sequence is GLDSLTTLLRALGAQ. The MHC is DRB1_0301 with pseudo-sequence DRB1_0301. The binding affinity (normalized) is 0.106. (6) The MHC is HLA-DQA10501-DQB10303 with pseudo-sequence HLA-DQA10501-DQB10303. The peptide sequence is MKVVNRWLFRHLARE. The binding affinity (normalized) is 0. (7) The peptide sequence is CGKYLFNWAVRTKLKLTPIA. The MHC is DRB1_1101 with pseudo-sequence DRB1_1101. The binding affinity (normalized) is 0.493. (8) The peptide sequence is TDDNEEPIAPYHFDLSGHAF. The MHC is HLA-DPA10201-DPB10501 with pseudo-sequence HLA-DPA10201-DPB10501. The binding affinity (normalized) is 0.0749. (9) The peptide sequence is GVTVKDVTITAPGDS. The MHC is DRB1_1501 with pseudo-sequence DRB1_1501. The binding affinity (normalized) is 0.289. (10) The peptide sequence is GELQIVDKIDKAFKI. The MHC is DRB5_0101 with pseudo-sequence DRB5_0101. The binding affinity (normalized) is 0.569.